This data is from Peptide-MHC class I binding affinity with 185,985 pairs from IEDB/IMGT. The task is: Regression. Given a peptide amino acid sequence and an MHC pseudo amino acid sequence, predict their binding affinity value. This is MHC class I binding data. (1) The peptide sequence is PVSDLYTSMR. The MHC is HLA-A68:01 with pseudo-sequence HLA-A68:01. The binding affinity (normalized) is 0.976. (2) The peptide sequence is KQDRSDGYF. The MHC is HLA-B15:01 with pseudo-sequence HLA-B15:01. The binding affinity (normalized) is 0. (3) The peptide sequence is MQFPTAFEF. The MHC is Mamu-B3901 with pseudo-sequence Mamu-B3901. The binding affinity (normalized) is 0.587. (4) The MHC is HLA-B07:02 with pseudo-sequence HLA-B07:02. The peptide sequence is ASATPATDPA. The binding affinity (normalized) is 0. (5) The peptide sequence is YAYEPGSVM. The MHC is HLA-B15:01 with pseudo-sequence HLA-B15:01. The binding affinity (normalized) is 0.715. (6) The peptide sequence is AIPYFYKGK. The MHC is HLA-B07:02 with pseudo-sequence HLA-B07:02. The binding affinity (normalized) is 0.0847. (7) The peptide sequence is TSPDLSFSL. The MHC is HLA-A26:01 with pseudo-sequence HLA-A26:01. The binding affinity (normalized) is 0.0847.